From a dataset of NCI-60 drug combinations with 297,098 pairs across 59 cell lines. Regression. Given two drug SMILES strings and cell line genomic features, predict the synergy score measuring deviation from expected non-interaction effect. (1) Drug 1: C1=CC(=C2C(=C1NCCNCCO)C(=O)C3=C(C=CC(=C3C2=O)O)O)NCCNCCO. Drug 2: CS(=O)(=O)OCCCCOS(=O)(=O)C. Cell line: MALME-3M. Synergy scores: CSS=15.6, Synergy_ZIP=-8.56, Synergy_Bliss=-2.16, Synergy_Loewe=-15.6, Synergy_HSA=-3.29. (2) Drug 1: COC1=NC(=NC2=C1N=CN2C3C(C(C(O3)CO)O)O)N. Drug 2: CC=C1C(=O)NC(C(=O)OC2CC(=O)NC(C(=O)NC(CSSCCC=C2)C(=O)N1)C(C)C)C(C)C. Cell line: MCF7. Synergy scores: CSS=3.23, Synergy_ZIP=0.774, Synergy_Bliss=-1.90, Synergy_Loewe=-51.5, Synergy_HSA=-2.84. (3) Drug 1: CC1CCC2CC(C(=CC=CC=CC(CC(C(=O)C(C(C(=CC(C(=O)CC(OC(=O)C3CCCCN3C(=O)C(=O)C1(O2)O)C(C)CC4CCC(C(C4)OC)O)C)C)O)OC)C)C)C)OC. Drug 2: CC12CCC3C(C1CCC2O)C(CC4=C3C=CC(=C4)O)CCCCCCCCCS(=O)CCCC(C(F)(F)F)(F)F. Cell line: SK-MEL-5. Synergy scores: CSS=0.970, Synergy_ZIP=-1.82, Synergy_Bliss=-3.86, Synergy_Loewe=-1.45, Synergy_HSA=-1.96.